Dataset: Full USPTO retrosynthesis dataset with 1.9M reactions from patents (1976-2016). Task: Predict the reactants needed to synthesize the given product. (1) Given the product [CH2:20]([N:22]1[CH2:27][CH2:26][N:25]([CH2:2][C:3]2[CH:8]=[CH:7][C:6]([NH:9][C:10](=[O:15])[C:11]([F:14])([F:13])[F:12])=[CH:5][C:4]=2[C:16]([F:19])([F:18])[F:17])[CH2:24][CH2:23]1)[CH3:21], predict the reactants needed to synthesize it. The reactants are: Br[CH2:2][C:3]1[CH:8]=[CH:7][C:6]([NH:9][C:10](=[O:15])[C:11]([F:14])([F:13])[F:12])=[CH:5][C:4]=1[C:16]([F:19])([F:18])[F:17].[CH2:20]([N:22]1[CH2:27][CH2:26][NH:25][CH2:24][CH2:23]1)[CH3:21].CO.C(Cl)Cl. (2) The reactants are: [Cl:1][C:2]1[CH:3]=[C:4]2[C:12](=[C:13]([NH2:22])[C:14]=1[N:15]1[CH2:20][CH2:19][N:18]([CH3:21])[CH2:17][CH2:16]1)[NH:11][C:10]1[CH:9]=[N:8][CH:7]=[CH:6][C:5]2=1.[Cl:23][C:24]1[N:32]=[CH:31][CH:30]=[CH:29][C:25]=1[C:26](O)=[O:27]. Given the product [Cl:23][C:24]1[N:32]=[CH:31][CH:30]=[CH:29][C:25]=1[C:26]([NH:22][C:13]1[C:14]([N:15]2[CH2:20][CH2:19][N:18]([CH3:21])[CH2:17][CH2:16]2)=[C:2]([Cl:1])[CH:3]=[C:4]2[C:12]=1[NH:11][C:10]1[CH:9]=[N:8][CH:7]=[CH:6][C:5]2=1)=[O:27], predict the reactants needed to synthesize it. (3) Given the product [NH2:9][C@H:8]([C:5]1[CH:6]=[CH:7][C:2]([Cl:1])=[CH:3][C:4]=1[F:28])[C@@H:12]([C:13]1[CH:18]=[CH:17][CH:16]=[C:15]([Cl:19])[CH:14]=1)[OH:11], predict the reactants needed to synthesize it. The reactants are: [Cl:1][C:2]1[CH:7]=[CH:6][C:5]([C@@H:8]2[C@@H:12]([C:13]3[CH:18]=[CH:17][CH:16]=[C:15]([Cl:19])[CH:14]=3)[O:11]C(=O)[N:9]2C(OC(C)(C)C)=O)=[C:4]([F:28])[CH:3]=1.[OH-].[Na+]. (4) The reactants are: [CH2:1]([O:3][C:4]1[C:13]([N+:14]([O-])=O)=[CH:12][CH:11]=[C:10]([O:17][CH2:18][CH3:19])[C:5]=1[C:6]([O:8][CH3:9])=[O:7])[CH3:2]. Given the product [NH2:14][C:13]1[C:4]([O:3][CH2:1][CH3:2])=[C:5]([C:10]([O:17][CH2:18][CH3:19])=[CH:11][CH:12]=1)[C:6]([O:8][CH3:9])=[O:7], predict the reactants needed to synthesize it. (5) Given the product [Cl:1][C:2]1[CH:7]=[CH:6][C:5]([CH:8]([C:20]2[CH:21]=[CH:22][C:23]([C:24]([NH:36][CH2:35][CH2:34][S:31]([CH3:30])(=[O:33])=[O:32])=[O:25])=[CH:27][CH:28]=2)[CH2:9][C:10]([C:12]2[CH:17]=[CH:16][C:15](=[O:18])[N:14]([CH3:19])[CH:13]=2)=[O:11])=[C:4]([F:29])[CH:3]=1, predict the reactants needed to synthesize it. The reactants are: [Cl:1][C:2]1[CH:7]=[CH:6][C:5]([CH:8]([C:20]2[CH:28]=[CH:27][C:23]([C:24](O)=[O:25])=[CH:22][CH:21]=2)[CH2:9][C:10]([C:12]2[CH:17]=[CH:16][C:15](=[O:18])[N:14]([CH3:19])[CH:13]=2)=[O:11])=[C:4]([F:29])[CH:3]=1.[CH3:30][S:31]([CH2:34][CH2:35][NH2:36])(=[O:33])=[O:32].F[P-](F)(F)(F)(F)F.N1(O[P+](N(C)C)(N(C)C)N(C)C)C2C=CC=CC=2N=N1. (6) The reactants are: [F:1][C:2]1[CH:3]=[C:4]([CH2:10][OH:11])[CH:5]=[C:6]([F:9])[C:7]=1[F:8].Cl[C:13]1[CH:26]=[C:17]2[N:18]([CH:23]([CH3:25])[CH3:24])[C@@H:19]([CH3:22])[CH2:20][CH2:21][N:16]2[C:15](=[O:27])[N:14]=1. Given the product [CH:23]([N:18]1[C@@H:19]([CH3:22])[CH2:20][CH2:21][N:16]2[C:15](=[O:27])[N:14]=[C:13]([O:11][CH2:10][C:4]3[CH:3]=[C:2]([F:1])[C:7]([F:8])=[C:6]([F:9])[CH:5]=3)[CH:26]=[C:17]12)([CH3:24])[CH3:25], predict the reactants needed to synthesize it. (7) Given the product [C:23]1([N:29]2[C:30]3[CH:35]=[CH:34][CH:33]=[CH:32][C:31]=3[N:36]=[C:13]2[C:1]2[CH:2]=[C:3]([C:7]3[N:29]([C:23]4[CH:24]=[CH:25][CH:26]=[CH:27][CH:28]=4)[C:30]4[CH:35]=[CH:34][CH:33]=[CH:32][C:31]=4[N:36]=3)[CH:4]=[C:5]([C:30]3[N:17]([C:16]4[CH:35]=[CH:34][CH:33]=[CH:32][CH:31]=4)[C:21]4[CH:20]=[CH:19][CH:18]=[CH:24][C:23]=4[N:29]=3)[CH:6]=2)[CH:24]=[CH:25][CH:26]=[CH:27][CH:28]=1, predict the reactants needed to synthesize it. The reactants are: [C:1]1([C:13](Cl)=O)[CH:6]=[CH:5][CH:4]=[C:3]([C:7](Cl)=O)[C:2]=1C(Cl)=O.[CH3:16][N:17]1[CH2:21][CH2:20][CH2:19][C:18]1=O.[C:23]1([NH:29][C:30]2[CH:35]=[CH:34][CH:33]=[CH:32][C:31]=2[NH2:36])[CH:28]=[CH:27][CH:26]=[CH:25][CH:24]=1. (8) Given the product [ClH:39].[NH2:7][C@H:8]([C:28]([N:30]1[CH2:35][CH2:34][CH:33]([CH2:36][CH3:37])[CH2:32][CH2:31]1)=[O:29])[CH2:9][CH2:10][CH2:11][CH:12]1[CH2:17][CH2:16][N:15]([C:18]([O:20][CH2:21][C:22]2[CH:23]=[CH:24][CH:25]=[CH:26][CH:27]=2)=[O:19])[CH2:14][CH2:13]1, predict the reactants needed to synthesize it. The reactants are: CC(C)(OC([NH:7][C@H:8]([C:28]([N:30]1[CH2:35][CH2:34][CH:33]([CH2:36][CH3:37])[CH2:32][CH2:31]1)=[O:29])[CH2:9][CH2:10][CH2:11][CH:12]1[CH2:17][CH2:16][N:15]([C:18]([O:20][CH2:21][C:22]2[CH:27]=[CH:26][CH:25]=[CH:24][CH:23]=2)=[O:19])[CH2:14][CH2:13]1)=O)C.[ClH:39].